Dataset: Full USPTO retrosynthesis dataset with 1.9M reactions from patents (1976-2016). Task: Predict the reactants needed to synthesize the given product. (1) Given the product [Cl:38][C:39]1[CH:44]=[C:43]([Cl:45])[CH:42]=[CH:41][C:40]=1[C:46]1[C:51]([C:52]2[NH:56][CH:55]=[CH:54][N:53]=2)=[CH:50][N:49]=[C:48]([NH:57][CH2:58][CH2:59][NH:60][C:24]2[N:29]=[C:28]([NH:30][S:31]([CH3:34])(=[O:33])=[O:32])[C:27]([N+:35]([O-:37])=[O:36])=[CH:26][CH:25]=2)[N:47]=1, predict the reactants needed to synthesize it. The reactants are: ClC1C=C(Cl)C=CC=1C1C(N2C=CN=C2)=CN=C(CCN)N=1.Cl[C:24]1[N:29]=[C:28]([NH:30][S:31]([CH3:34])(=[O:33])=[O:32])[C:27]([N+:35]([O-:37])=[O:36])=[CH:26][CH:25]=1.[Cl:38][C:39]1[CH:44]=[C:43]([Cl:45])[CH:42]=[CH:41][C:40]=1[C:46]1[C:51]([C:52]2[NH:53][CH:54]=[CH:55][N:56]=2)=[CH:50][N:49]=[C:48]([NH:57][CH2:58][CH2:59][NH:60]C2C=CC([N+]([O-])=O)=C(OC)N=2)[N:47]=1. (2) Given the product [Cl:1][C:2]1[N:7]=[C:6]([F:8])[C:5]([O:9][CH2:16][O:13][CH3:10])=[CH:4][CH:3]=1, predict the reactants needed to synthesize it. The reactants are: [Cl:1][C:2]1[N:7]=[C:6]([F:8])[C:5]([OH:9])=[CH:4][CH:3]=1.[C:10]([O-:13])([O-])=O.[K+].[K+].[CH3:16]C(C)=O.